Dataset: Retrosynthesis with 50K atom-mapped reactions and 10 reaction types from USPTO. Task: Predict the reactants needed to synthesize the given product. (1) Given the product Brc1ccc(-c2ccccc2)nc1, predict the reactants needed to synthesize it. The reactants are: Brc1ccc(Br)nc1.OB(O)c1ccccc1. (2) The reactants are: Cc1ccccc1C(=O)N[C@@H]1CCCN(C(=O)OC(C)(C)C)C1. Given the product Cc1ccccc1C(=O)N[C@@H]1CCCNC1, predict the reactants needed to synthesize it. (3) Given the product CCOC(=O)c1sc(N2CC[C@H](NC(=O)c3nc(Cl)c(CC)[nH]3)C2)nc1C, predict the reactants needed to synthesize it. The reactants are: CCOC(=O)c1sc(N2CC[C@H](N)C2)nc1C.CCc1[nH]c(C(=O)O)nc1Cl. (4) Given the product CN(C(=O)C1CCCCC1)c1ccc(F)c([N+](=O)[O-])c1, predict the reactants needed to synthesize it. The reactants are: CI.O=C(Nc1ccc(F)c([N+](=O)[O-])c1)C1CCCCC1.